Dataset: Retrosynthesis with 50K atom-mapped reactions and 10 reaction types from USPTO. Task: Predict the reactants needed to synthesize the given product. (1) Given the product CNC(=O)c1ccc(-c2cc(C(F)(F)F)cc3[nH]ncc23)c(OC)c1, predict the reactants needed to synthesize it. The reactants are: CN.COc1cc(C(=O)O)ccc1-c1cc(C(F)(F)F)cc2[nH]ncc12. (2) Given the product O=C(O)c1coc(Cc2ccccc2)n1, predict the reactants needed to synthesize it. The reactants are: CCOC(=O)c1coc(Cc2ccccc2)n1.